Dataset: Reaction yield outcomes from USPTO patents with 853,638 reactions. Task: Predict the reaction yield, written as a fraction of the theoretical maximum amount of product (1.0 means a 100% yield; for example, 0.34 means a 34% yield). (1) The reactants are [CH3:1][C:2]([CH3:6])([OH:5])[C:3]#[N:4].[Cl:7][CH2:8][CH2:9]O. The catalyst is O.[Cl-].[Cl-].[Zn+2]. The product is [Cl:7][CH2:8][CH2:9][O:5][C:2]([CH3:6])([CH3:1])[C:3]#[N:4]. The yield is 0.638. (2) The reactants are [Cl-].O[NH3+:3].[C:4](=[O:7])([O-])[OH:5].[Na+].CS(C)=O.[OH:13][C:14]1([C:48]([F:51])([F:50])[F:49])[CH2:19][CH2:18][CH:17]([N:20]2[C:25](=[O:26])[C:24]([CH2:27][C:28]3[CH:33]=[CH:32][C:31]([C:34]4[C:35]([C:40]#[N:41])=[CH:36][CH:37]=[CH:38][CH:39]=4)=[CH:30][CH:29]=3)=[C:23]([CH2:42][CH2:43][CH3:44])[N:22]3[N:45]=[CH:46][N:47]=[C:21]23)[CH2:16][CH2:15]1. The catalyst is C(OCC)(=O)C. The product is [OH:13][C:14]1([C:48]([F:50])([F:51])[F:49])[CH2:19][CH2:18][CH:17]([N:20]2[C:25](=[O:26])[C:24]([CH2:27][C:28]3[CH:29]=[CH:30][C:31]([C:34]4[CH:39]=[CH:38][CH:37]=[CH:36][C:35]=4[C:40]4[NH:3][C:4](=[O:7])[O:5][N:41]=4)=[CH:32][CH:33]=3)=[C:23]([CH2:42][CH2:43][CH3:44])[N:22]3[N:45]=[CH:46][N:47]=[C:21]23)[CH2:16][CH2:15]1. The yield is 0.510. (3) The reactants are [CH3:1][C:2]1[CH:7]=[CH:6][N:5]=[CH:4][C:3]=1[C:8](=[O:10])[CH3:9].[BrH:11].BrBr. No catalyst specified. The product is [BrH:11].[Br:11][CH2:9][C:8]([C:3]1[CH:4]=[N:5][CH:6]=[CH:7][C:2]=1[CH3:1])=[O:10]. The yield is 0.850. (4) The reactants are [CH3:1][O:2][C:3]1[CH:4]=[C:5]2[C:10](=[CH:11][C:12]=1[O:13][CH3:14])[N:9]=[CH:8][CH:7]=[C:6]2[N:15]([CH3:25])[C:16]1[CH:21]=[CH:20][C:19]([N+:22]([O-])=O)=[CH:18][CH:17]=1.C(=O)([O-])[O-].[K+].[K+].C(O)C.CN(C)C=O.C(Cl)Cl. The catalyst is [OH-].[Pd+2].[OH-]. The product is [CH3:1][O:2][C:3]1[CH:4]=[C:5]2[C:10](=[CH:11][C:12]=1[O:13][CH3:14])[N:9]=[CH:8][CH:7]=[C:6]2[N:15]([CH3:25])[C:16]1[CH:21]=[CH:20][C:19]([NH2:22])=[CH:18][CH:17]=1. The yield is 0.660. (5) The reactants are [Cl:1][C:2]1[CH:3]=[C:4]([CH2:13][O:14][C:15]2[CH:20]=[CH:19][C:18]([CH2:21][CH:22]([CH3:26])[C:23]([OH:25])=[O:24])=[CH:17][C:16]=2[C:27]([F:30])([F:29])[F:28])[C:5]2[O:9][C:8]([CH3:11])([CH3:10])[CH2:7][C:6]=2[CH:12]=1.F[B-](F)(F)F.N1(OC(N(C)C)=[N+](C)C)C2C=CC=CC=2N=N1.C(N(C(C)C)CC)(C)C.[C:62]([NH:65][CH2:66][CH2:67]O)(=[O:64])[CH3:63]. The catalyst is CN(C=O)C. The product is [Cl:1][C:2]1[CH:3]=[C:4]([CH2:13][O:14][C:15]2[CH:20]=[CH:19][C:18]([CH2:21][CH:22]([CH3:26])[C:23]([O:25][CH2:67][CH2:66][NH:65][C:62](=[O:64])[CH3:63])=[O:24])=[CH:17][C:16]=2[C:27]([F:30])([F:28])[F:29])[C:5]2[O:9][C:8]([CH3:11])([CH3:10])[CH2:7][C:6]=2[CH:12]=1. The yield is 0.700. (6) The reactants are [F:1][C:2]1[CH:7]=[CH:6][C:5]([C:8]2[N:9]=[C:10]([N:13]3[CH2:18][CH2:17][N:16](C(OC(C)(C)C)=O)[CH2:15][CH2:14]3)[S:11][CH:12]=2)=[CH:4][CH:3]=1.[ClH:26]. The catalyst is C(OCC)(=O)C. The product is [ClH:26].[ClH:26].[F:1][C:2]1[CH:7]=[CH:6][C:5]([C:8]2[N:9]=[C:10]([N:13]3[CH2:14][CH2:15][NH:16][CH2:17][CH2:18]3)[S:11][CH:12]=2)=[CH:4][CH:3]=1. The yield is 0.763.